Dataset: Forward reaction prediction with 1.9M reactions from USPTO patents (1976-2016). Task: Predict the product of the given reaction. (1) Given the reactants [N:1]1[CH:6]=[CH:5][CH:4]=[CH:3][C:2]=1[C:7]1[C:16]([OH:17])=[CH:15][C:14]2[C:9](=[N:10][CH:11]=[CH:12][CH:13]=2)[N:8]=1.Cl[C:19]1[C:28]2[C:23](=[CH:24][C:25]([O:31][CH3:32])=[C:26]([O:29][CH3:30])[CH:27]=2)[N:22]=[CH:21][CH:20]=1.O, predict the reaction product. The product is: [CH3:30][O:29][C:26]1[CH:27]=[C:28]2[C:23](=[CH:24][C:25]=1[O:31][CH3:32])[N:22]=[CH:21][CH:20]=[C:19]2[O:17][C:16]1[C:7]([C:2]2[CH:3]=[CH:4][CH:5]=[CH:6][N:1]=2)=[N:8][C:9]2[C:14]([CH:15]=1)=[CH:13][CH:12]=[CH:11][N:10]=2. (2) Given the reactants Br[C:2]1[CH:10]=[C:9]2[C:5]([C:6]([CH2:18][N:19]([CH3:21])[CH3:20])=[N:7][N:8]2[C:11]2[CH:16]=[CH:15][N:14]=[C:13]([NH2:17])[N:12]=2)=[CH:4][CH:3]=1.[CH3:22][C:23]([OH:27])([C:25]#[CH:26])[CH3:24], predict the reaction product. The product is: [NH2:17][C:13]1[N:12]=[C:11]([N:8]2[C:9]3[C:5](=[CH:4][CH:3]=[C:2]([CH2:22][C:23]([CH3:24])([OH:27])[C:25]#[CH:26])[CH:10]=3)[C:6]([CH2:18][N:19]([CH3:21])[CH3:20])=[N:7]2)[CH:16]=[CH:15][N:14]=1. (3) Given the reactants Cl.[NH2:2][C:3]1[CH:8]=[CH:7][C:6]([NH:9][C:10](=[O:26])[C:11]([N:13]2[CH2:18][CH2:17][CH:16]([CH2:19][C:20]3[CH:25]=[CH:24][CH:23]=[CH:22][CH:21]=3)[CH2:15][CH2:14]2)=[O:12])=[CH:5][CH:4]=1.[CH:27](=O)[C:28]1[CH:33]=[CH:32][CH:31]=[CH:30][CH:29]=1, predict the reaction product. The product is: [CH2:27]([NH:2][C:3]1[CH:8]=[CH:7][C:6]([NH:9][C:10](=[O:26])[C:11]([N:13]2[CH2:18][CH2:17][CH:16]([CH2:19][C:20]3[CH:21]=[CH:22][CH:23]=[CH:24][CH:25]=3)[CH2:15][CH2:14]2)=[O:12])=[CH:5][CH:4]=1)[C:28]1[CH:33]=[CH:32][CH:31]=[CH:30][CH:29]=1. (4) Given the reactants [F:1][C:2]([F:12])([F:11])[C:3]1[CH:8]=[C:7]([C:9]#N)[CH:6]=[CH:5][N:4]=1.[C:13](Cl)(=[O:15])C.C[OH:18], predict the reaction product. The product is: [CH3:13][O:15][C:9](=[O:18])[C:7]1[CH:6]=[CH:5][N:4]=[C:3]([C:2]([F:12])([F:11])[F:1])[CH:8]=1. (5) Given the reactants [CH3:1][C:2]1[N:10]=[C:9]([CH3:11])[CH:8]=[CH:7][C:3]=1[C:4](O)=[O:5].C(Cl)Cl.C(C1NC=CN=1)(C1NC=CN=1)=O.Cl.[CH3:28][NH:29][O:30][CH3:31], predict the reaction product. The product is: [CH3:31][O:30][N:29]([CH3:28])[C:4](=[O:5])[C:3]1[CH:7]=[CH:8][C:9]([CH3:11])=[N:10][C:2]=1[CH3:1]. (6) Given the reactants [CH3:1][C:2]1[C:6]([NH:7][CH:8]([CH3:21])[CH2:9][CH2:10][C:11]2[CH:16]=[CH:15][CH:14]=[C:13]([C:17]([F:20])([F:19])[F:18])[CH:12]=2)=[C:5]([C:22]2[CH:27]=[CH:26][C:25](B3OC(C)(C)C(C)(C)O3)=[CH:24][CH:23]=2)[O:4][N:3]=1.[CH2:37]([O:39][C:40](=[O:50])[C:41]#[C:42][C:43]1[CH:48]=[CH:47][C:46](Br)=[CH:45][CH:44]=1)[CH3:38], predict the reaction product. The product is: [CH2:37]([O:39][C:40](=[O:50])[C:41]#[C:42][C:43]1[CH:48]=[CH:47][C:46]([C:25]2[CH:26]=[CH:27][C:22]([C:5]3[O:4][N:3]=[C:2]([CH3:1])[C:6]=3[NH:7][CH:8]([CH3:21])[CH2:9][CH2:10][C:11]3[CH:16]=[CH:15][CH:14]=[C:13]([C:17]([F:19])([F:20])[F:18])[CH:12]=3)=[CH:23][CH:24]=2)=[CH:45][CH:44]=1)[CH3:38]. (7) Given the reactants Cl[C:2]([O:4][CH3:5])=[O:3].[NH2:6][C:7]1[CH:8]=[CH:9][C:10]([N:13]2[CH2:29][CH2:28][CH2:27][C@:15]3([C:19](=[O:20])[N:18]([CH:21]4[CH2:26][CH2:25][O:24][CH2:23][CH2:22]4)[CH2:17][CH2:16]3)[CH2:14]2)=[N:11][CH:12]=1.C(N(CC)C(C)C)(C)C.C(Cl)Cl, predict the reaction product. The product is: [O:20]=[C:19]1[C@:15]2([CH2:27][CH2:28][CH2:29][N:13]([C:10]3[N:11]=[CH:12][C:7]([NH:6][C:2](=[O:3])[O:4][CH3:5])=[CH:8][CH:9]=3)[CH2:14]2)[CH2:16][CH2:17][N:18]1[CH:21]1[CH2:26][CH2:25][O:24][CH2:23][CH2:22]1.